From a dataset of NCI-60 drug combinations with 297,098 pairs across 59 cell lines. Regression. Given two drug SMILES strings and cell line genomic features, predict the synergy score measuring deviation from expected non-interaction effect. (1) Drug 1: CC1OCC2C(O1)C(C(C(O2)OC3C4COC(=O)C4C(C5=CC6=C(C=C35)OCO6)C7=CC(=C(C(=C7)OC)O)OC)O)O. Drug 2: C1=NC2=C(N=C(N=C2N1C3C(C(C(O3)CO)O)F)Cl)N. Cell line: HT29. Synergy scores: CSS=42.5, Synergy_ZIP=-6.18, Synergy_Bliss=0.464, Synergy_Loewe=-0.391, Synergy_HSA=1.35. (2) Synergy scores: CSS=51.2, Synergy_ZIP=3.00, Synergy_Bliss=3.25, Synergy_Loewe=-7.13, Synergy_HSA=5.47. Drug 2: C1=CN(C=N1)CC(O)(P(=O)(O)O)P(=O)(O)O. Cell line: RXF 393. Drug 1: CC=C1C(=O)NC(C(=O)OC2CC(=O)NC(C(=O)NC(CSSCCC=C2)C(=O)N1)C(C)C)C(C)C. (3) Cell line: NCI-H226. Drug 1: CN1C(=O)N2C=NC(=C2N=N1)C(=O)N. Drug 2: CNC(=O)C1=NC=CC(=C1)OC2=CC=C(C=C2)NC(=O)NC3=CC(=C(C=C3)Cl)C(F)(F)F. Synergy scores: CSS=-0.760, Synergy_ZIP=0.542, Synergy_Bliss=-1.83, Synergy_Loewe=-0.961, Synergy_HSA=-4.73. (4) Drug 1: CC1OCC2C(O1)C(C(C(O2)OC3C4COC(=O)C4C(C5=CC6=C(C=C35)OCO6)C7=CC(=C(C(=C7)OC)O)OC)O)O. Drug 2: CC1C(C(CC(O1)OC2CC(CC3=C2C(=C4C(=C3O)C(=O)C5=C(C4=O)C(=CC=C5)OC)O)(C(=O)C)O)N)O.Cl. Cell line: A498. Synergy scores: CSS=36.4, Synergy_ZIP=-2.95, Synergy_Bliss=-0.726, Synergy_Loewe=2.13, Synergy_HSA=2.63. (5) Drug 1: C1=CN(C(=O)N=C1N)C2C(C(C(O2)CO)O)O.Cl. Drug 2: C1=NNC2=C1C(=O)NC=N2. Cell line: RPMI-8226. Synergy scores: CSS=19.5, Synergy_ZIP=-7.24, Synergy_Bliss=-4.24, Synergy_Loewe=-15.6, Synergy_HSA=-3.82. (6) Drug 1: CN(CC1=CN=C2C(=N1)C(=NC(=N2)N)N)C3=CC=C(C=C3)C(=O)NC(CCC(=O)O)C(=O)O. Drug 2: C(CN)CNCCSP(=O)(O)O. Cell line: SW-620. Synergy scores: CSS=56.4, Synergy_ZIP=11.8, Synergy_Bliss=10.3, Synergy_Loewe=-50.6, Synergy_HSA=7.16. (7) Drug 1: C1=C(C(=O)NC(=O)N1)N(CCCl)CCCl. Drug 2: CC1C(C(=O)NC(C(=O)N2CCCC2C(=O)N(CC(=O)N(C(C(=O)O1)C(C)C)C)C)C(C)C)NC(=O)C3=C4C(=C(C=C3)C)OC5=C(C(=O)C(=C(C5=N4)C(=O)NC6C(OC(=O)C(N(C(=O)CN(C(=O)C7CCCN7C(=O)C(NC6=O)C(C)C)C)C)C(C)C)C)N)C. Cell line: OVCAR3. Synergy scores: CSS=2.26, Synergy_ZIP=-2.04, Synergy_Bliss=-0.256, Synergy_Loewe=-0.699, Synergy_HSA=-0.416.